Task: Regression. Given a peptide amino acid sequence and an MHC pseudo amino acid sequence, predict their binding affinity value. This is MHC class I binding data.. Dataset: Peptide-MHC class I binding affinity with 185,985 pairs from IEDB/IMGT (1) The peptide sequence is YNIDRLNAL. The MHC is HLA-B15:09 with pseudo-sequence HLA-B15:09. The binding affinity (normalized) is 0.127. (2) The peptide sequence is WPEIVGAIV. The MHC is HLA-B51:01 with pseudo-sequence HLA-B51:01. The binding affinity (normalized) is 0.0847.